From a dataset of Experimental lipophilicity measurements (octanol/water distribution) for 4,200 compounds from AstraZeneca. Regression/Classification. Given a drug SMILES string, predict its absorption, distribution, metabolism, or excretion properties. Task type varies by dataset: regression for continuous measurements (e.g., permeability, clearance, half-life) or binary classification for categorical outcomes (e.g., BBB penetration, CYP inhibition). For this dataset (lipophilicity_astrazeneca), we predict Y. (1) The molecule is CC(C)Oc1ccc(S(C)(=O)=O)cc1C(=O)N1CCN(c2ccc(C(F)(F)F)cc2)CC1. The Y is 3.33 logD. (2) The compound is CC(=O)Nc1ccc2nc(-c3cccc(F)c3)cc(O)c2c1. The Y is 2.41 logD. (3) The compound is CNCCC(Oc1ccc(C(F)(F)F)cc1)c1ccccc1. The Y is 1.92 logD. (4) The drug is CCN(CC)CCN1C(=O)CN=C(c2ccccc2F)c2cc(Cl)ccc21. The Y is 2.38 logD. (5) The compound is O=C(NCC12CC3CC(CC(C3)C1)C2)c1cccc(Cl)c1Cl. The Y is 4.37 logD.